From a dataset of Forward reaction prediction with 1.9M reactions from USPTO patents (1976-2016). Predict the product of the given reaction. (1) Given the reactants [C:1]([O:5][C:6](=[O:40])[N:7]([CH2:9][CH2:10][O:11][CH2:12][C@@H:13]1[C@H:17]([CH2:18][CH2:19][O:20][Si](C(C)(C)C)(C2C=CC=CC=2)C2C=CC=CC=2)[O:16][C:15]([CH3:39])([CH3:38])[O:14]1)[CH3:8])([CH3:4])([CH3:3])[CH3:2].CCCC[N+](CCCC)(CCCC)CCCC.[F-].[Cl-].[NH4+], predict the reaction product. The product is: [C:1]([O:5][C:6](=[O:40])[N:7]([CH2:9][CH2:10][O:11][CH2:12][C@@H:13]1[C@H:17]([CH2:18][CH2:19][OH:20])[O:16][C:15]([CH3:39])([CH3:38])[O:14]1)[CH3:8])([CH3:2])([CH3:4])[CH3:3]. (2) Given the reactants [C:1]([O:5][C:6]([N:8]1[CH2:13][CH2:12][CH:11]([CH:14]2[O:23][C:17]3=[CH:18][N:19]=[C:20](Cl)[CH:21]=[C:16]3[CH2:15]2)[CH2:10][CH2:9]1)=[O:7])([CH3:4])([CH3:3])[CH3:2].[NH2:24][S:25]([C:28]1[CH:33]=[CH:32][C:31](B(O)O)=[CH:30][CH:29]=1)(=[O:27])=[O:26], predict the reaction product. The product is: [C:1]([O:5][C:6]([N:8]1[CH2:13][CH2:12][CH:11]([CH:14]2[O:23][C:17]3=[CH:18][N:19]=[C:20]([C:31]4[CH:32]=[CH:33][C:28]([S:25](=[O:27])(=[O:26])[NH2:24])=[CH:29][CH:30]=4)[CH:21]=[C:16]3[CH2:15]2)[CH2:10][CH2:9]1)=[O:7])([CH3:4])([CH3:3])[CH3:2]. (3) Given the reactants [C:1]([CH2:4][C:5]1[CH:13]=[C:12]([Br:14])[C:11]([O:15][CH3:16])=[CH:10][C:6]=1[C:7](O)=[O:8])(O)=[O:2].[NH2:17]C(N)=O, predict the reaction product. The product is: [Br:14][C:12]1[CH:13]=[C:5]2[C:6](=[CH:10][C:11]=1[O:15][CH3:16])[C:7](=[O:8])[NH:17][C:1](=[O:2])[CH2:4]2. (4) The product is: [CH3:8][O:9][C:10](=[O:29])[C:11]1[CH:16]=[CH:15][C:14]([C:1]([CH3:6])=[CH2:2])=[C:13]([C:25]([F:28])([F:27])[F:26])[CH:12]=1. Given the reactants [C:1]1(C)[CH:6]=CC=C[CH:2]=1.[CH3:8][O:9][C:10](=[O:29])[C:11]1[CH:16]=[CH:15][C:14](OS(C(F)(F)F)(=O)=O)=[C:13]([C:25]([F:28])([F:27])[F:26])[CH:12]=1.C(B(O)O)(C)=C.C(=O)([O-])[O-].[Cs+].[Cs+], predict the reaction product. (5) Given the reactants [C:1]([O:5][C:6](=[O:27])[NH:7][C@@H:8]([CH2:16][C:17]1[CH:25]=[C:24]([Cl:26])[C:20]2[O:21][CH2:22][O:23][C:19]=2[CH:18]=1)[C:9](=[O:15])[C:10]1[S:11][CH:12]=[CH:13][N:14]=1)([CH3:4])([CH3:3])[CH3:2].[H-].C(O[Al](OC(C)(C)C)OC(C)(C)C)(C)(C)C.[Li+].C1COCC1, predict the reaction product. The product is: [Cl:26][C:24]1[C:20]2[O:21][CH2:22][O:23][C:19]=2[CH:18]=[C:17]([CH2:16][C@H:8]([NH:7][C:6](=[O:27])[O:5][C:1]([CH3:3])([CH3:2])[CH3:4])[C@H:9]([OH:15])[C:10]2[S:11][CH:12]=[CH:13][N:14]=2)[CH:25]=1.